From a dataset of Full USPTO retrosynthesis dataset with 1.9M reactions from patents (1976-2016). Predict the reactants needed to synthesize the given product. (1) The reactants are: [CH3:1][O:2][C:3]1[CH:4]=[C:5]2[C:10](=[CH:11][C:12]=1[O:13][CH3:14])[N:9]=[CH:8][N:7]=[C:6]2[O:15][C:16]1[CH:22]=[CH:21][C:19]([NH2:20])=[CH:18][CH:17]=1.C(N(CC)CC)C.ClC(Cl)(O[C:34](=[O:40])OC(Cl)(Cl)Cl)Cl.[CH2:42]([N:49]1[CH2:54][CH2:53][CH:52]([NH2:55])[CH2:51][CH2:50]1)[C:43]1[CH:48]=[CH:47][CH:46]=[CH:45][CH:44]=1. Given the product [CH2:42]([N:49]1[CH2:54][CH2:53][CH:52]([NH:55][C:34]([NH:20][C:19]2[CH:21]=[CH:22][C:16]([O:15][C:6]3[C:5]4[C:10](=[CH:11][C:12]([O:13][CH3:14])=[C:3]([O:2][CH3:1])[CH:4]=4)[N:9]=[CH:8][N:7]=3)=[CH:17][CH:18]=2)=[O:40])[CH2:51][CH2:50]1)[C:43]1[CH:44]=[CH:45][CH:46]=[CH:47][CH:48]=1, predict the reactants needed to synthesize it. (2) Given the product [Cl:19][C:15]1[CH:14]=[C:13]([CH:18]=[CH:17][CH:16]=1)[O:12][CH:5]1[C:4]2[C:9](=[N:10][CH:11]=[C:2]([C:29]3[CH:28]=[CH:27][C:26]([N:23]4[CH2:22][CH2:21][O:20][CH2:25][CH2:24]4)=[CH:31][CH:30]=3)[CH:3]=2)[NH:8][CH2:7][CH2:6]1, predict the reactants needed to synthesize it. The reactants are: Br[C:2]1[CH:3]=[C:4]2[C:9](=[N:10][CH:11]=1)[NH:8][CH2:7][CH2:6][CH:5]2[O:12][C:13]1[CH:18]=[CH:17][CH:16]=[C:15]([Cl:19])[CH:14]=1.[O:20]1[CH2:25][CH2:24][N:23]([C:26]2[CH:31]=[CH:30][C:29](B(O)O)=[CH:28][CH:27]=2)[CH2:22][CH2:21]1. (3) Given the product [NH2:12][S:9]([C:6]1[CH:5]=[CH:4][C:3]([C:1]([O:14][CH3:13])=[O:19])=[N:8][CH:7]=1)(=[O:11])=[O:10], predict the reactants needed to synthesize it. The reactants are: [C:1]([C:3]1[N:8]=[CH:7][C:6]([S:9]([NH2:12])(=[O:11])=[O:10])=[CH:5][CH:4]=1)#N.[C:13](=O)(O)[O-:14].[Na+].C[OH:19]. (4) Given the product [F:28][C:4]1[CH:3]=[C:2]([S:30]([CH3:29])(=[O:32])=[O:31])[CH:27]=[CH:26][C:5]=1[O:6][C@H:7]1[CH2:11][CH2:10][N:9]([CH:12]2[CH2:17][CH2:16][N:15]([C:18]([O:20][C:21]([CH3:24])([CH3:23])[CH3:22])=[O:19])[CH2:14][CH2:13]2)[C:8]1=[O:25], predict the reactants needed to synthesize it. The reactants are: Br[C:2]1[CH:27]=[CH:26][C:5]([O:6][C@H:7]2[CH2:11][CH2:10][N:9]([CH:12]3[CH2:17][CH2:16][N:15]([C:18]([O:20][C:21]([CH3:24])([CH3:23])[CH3:22])=[O:19])[CH2:14][CH2:13]3)[C:8]2=[O:25])=[C:4]([F:28])[CH:3]=1.[CH3:29][S:30]([O-:32])=[O:31].[Na+].[C@@H]1(N)CCCC[C@H]1N. (5) Given the product [CH3:20][CH2:19][CH2:18][CH2:17][CH2:16][CH2:15][CH2:14][CH2:13][C:10]1[CH:11]=[CH:12][C:7]([CH2:5][CH2:4][C:3]([NH2:23])([CH2:2][OH:1])[CH2:21][OH:22])=[CH:8][CH:9]=1.[ClH:28], predict the reactants needed to synthesize it. The reactants are: [OH:1][CH2:2][C:3]([N+:23]([O-])=O)([CH2:21][OH:22])[CH2:4][CH:5]([C:7]1[CH:12]=[CH:11][C:10]([CH2:13][CH2:14][CH2:15][CH2:16][CH2:17][CH2:18][CH2:19][CH3:20])=[CH:9][CH:8]=1)O.[H][H].[ClH:28]. (6) Given the product [F:37][C:38]1([F:43])[CH2:42][CH2:41][N:40]([C:19](=[O:20])[CH2:18][C:15]2[CH:14]=[CH:13][C:12]([N:5]3[C:6]4[CH2:7][CH2:8][CH2:9][CH2:10][C:11]=4[C:3]([C:2]([F:22])([F:1])[F:23])=[N:4]3)=[CH:17][CH:16]=2)[CH2:39]1, predict the reactants needed to synthesize it. The reactants are: [F:1][C:2]([F:23])([F:22])[C:3]1[C:11]2[CH2:10][CH2:9][CH2:8][CH2:7][C:6]=2[N:5]([C:12]2[CH:17]=[CH:16][C:15]([CH2:18][C:19](O)=[O:20])=[CH:14][CH:13]=2)[N:4]=1.C(N1C=CN=C1)(N1C=CN=C1)=O.Cl.[F:37][C:38]1([F:43])[CH2:42][CH2:41][NH:40][CH2:39]1.C(N(CC)CC)C. (7) Given the product [CH:1]1([S:4][C:5]2[CH:10]=[CH:9][C:8](/[C:11](/[C:28]3[CH:33]=[CH:32][C:31]([C:37]#[C:36][CH2:35][N:38]4[CH2:43][CH2:42][O:41][CH2:40][CH2:39]4)=[CH:30][CH:29]=3)=[CH:12]/[CH2:13][O:14][C:15]3[CH:26]=[CH:25][C:18]([O:19][CH2:20][C:21]([O:23][CH3:24])=[O:22])=[C:17]([CH3:27])[CH:16]=3)=[CH:7][CH:6]=2)[CH2:3][CH2:2]1, predict the reactants needed to synthesize it. The reactants are: [CH:1]1([S:4][C:5]2[CH:10]=[CH:9][C:8](/[C:11](/[C:28]3[CH:33]=[CH:32][C:31](I)=[CH:30][CH:29]=3)=[CH:12]/[CH2:13][O:14][C:15]3[CH:26]=[CH:25][C:18]([O:19][CH2:20][C:21]([O:23][CH3:24])=[O:22])=[C:17]([CH3:27])[CH:16]=3)=[CH:7][CH:6]=2)[CH2:3][CH2:2]1.[CH2:35]([N:38]1[CH2:43][CH2:42][O:41][CH2:40][CH2:39]1)[C:36]#[CH:37].C(NC(C)C)(C)C. (8) Given the product [CH3:1][O:2][CH2:3][CH2:4][O:5][C:6]1[CH:15]=[C:14]2[C:9]([CH:10]=[CH:11][C:12]([CH:16]=[O:17])=[N:13]2)=[CH:8][CH:7]=1, predict the reactants needed to synthesize it. The reactants are: [CH3:1][O:2][CH2:3][CH2:4][O:5][C:6]1[CH:15]=[C:14]2[C:9]([CH:10]=[CH:11][C:12]([CH3:16])=[N:13]2)=[CH:8][CH:7]=1.[O:17]1CCOCC1. (9) Given the product [O:5]1[CH2:9][CH2:8][O:7][CH:6]1[C:10]1[CH:11]=[C:12]([NH:16][C:1](=[O:3])[CH3:2])[CH:13]=[CH:14][CH:15]=1, predict the reactants needed to synthesize it. The reactants are: [C:1](Cl)(=[O:3])[CH3:2].[O:5]1[CH2:9][CH2:8][O:7][CH:6]1[C:10]1[CH:11]=[C:12]([NH2:16])[CH:13]=[CH:14][CH:15]=1.N1C=CC=CC=1. (10) Given the product [CH3:1][O:2][C@@H:3]1[C:8](=[O:9])[CH2:7][CH2:6][O:5][CH2:4]1, predict the reactants needed to synthesize it. The reactants are: [CH3:1][O:2][C@@H:3]1[C:8](OC)([O:9]C)[CH2:7][CH2:6][O:5][CH2:4]1.C1COCC1.Cl.